Dataset: Full USPTO retrosynthesis dataset with 1.9M reactions from patents (1976-2016). Task: Predict the reactants needed to synthesize the given product. (1) Given the product [OH:17][C:15]1[CH:14]=[C:13]([CH3:19])[C:11]2[N:12]=[C:8]([C:5]3[CH:4]=[CH:3][C:2]([OH:1])=[CH:7][CH:6]=3)[O:9][C:10]=2[CH:16]=1, predict the reactants needed to synthesize it. The reactants are: [OH:1][C:2]1[CH:7]=[CH:6][C:5]([C:8]2[O:9][C:10]3[CH:16]=[C:15]([O:17]C)[CH:14]=[C:13]([CH3:19])[C:11]=3[N:12]=2)=[CH:4][CH:3]=1.NC1C(C)=CC(OC)=CC=1O. (2) Given the product [F:26][C:27]1[CH:34]=[CH:33][C:30]([CH2:31][N:32]2[C:10](=[O:12])[C:9]3[C:8](=[CH:18][CH:17]=[CH:16][CH:15]=3)[CH:2]2[C:3]([O:5][CH2:6][CH3:7])=[O:4])=[C:29]([O:35][CH3:36])[CH:28]=1, predict the reactants needed to synthesize it. The reactants are: Br[CH:2]([C:8]1[CH:18]=[CH:17][CH:16]=[CH:15][C:9]=1[C:10]([O:12]CC)=O)[C:3]([O:5][CH2:6][CH3:7])=[O:4].C(N(CC)CC)C.[F:26][C:27]1[CH:34]=[CH:33][C:30]([CH2:31][NH2:32])=[C:29]([O:35][CH3:36])[CH:28]=1. (3) Given the product [C:40]([OH:43])(=[O:42])/[CH:41]=[CH:35]/[C:34]([OH:37])=[O:36].[F:1][C:2]1[C:3]([CH3:33])=[C:4]([N:8]2[C:12]([S:13]([C:16]3[CH:17]=[N:18][C:19]([CH3:22])=[CH:20][CH:21]=3)(=[O:15])=[O:14])=[CH:11][C:10]([CH2:23][NH:24][CH3:25])=[N:9]2)[CH:5]=[CH:6][CH:7]=1, predict the reactants needed to synthesize it. The reactants are: [F:1][C:2]1[C:3]([CH3:33])=[C:4]([N:8]2[C:12]([S:13]([C:16]3[CH:17]=[N:18][C:19]([CH3:22])=[CH:20][CH:21]=3)(=[O:15])=[O:14])=[CH:11][C:10]([CH2:23][N:24](C)[C:25](=O)OC(C)(C)C)=[N:9]2)[CH:5]=[CH:6][CH:7]=1.[C:34]([O:37]CC)(=[O:36])[CH3:35].[C:40]([O:43]CC)(=[O:42])[CH3:41].Cl. (4) Given the product [CH3:14][O:13][CH2:12][CH2:11][CH2:10][N:3]1[C:2]([CH3:1])=[C:6]([CH3:7])[S:5]/[C:4]/1=[N:8]\[C:25]([C:15]12[CH2:24][CH:19]3[CH2:18][CH:17]([CH2:23][CH:21]([CH2:20]3)[CH2:22]1)[CH2:16]2)=[O:26], predict the reactants needed to synthesize it. The reactants are: [CH3:1][C:2]1[N:3]=[C:4]([NH2:8])[S:5][C:6]=1[CH3:7].Br[CH2:10][CH2:11][CH2:12][O:13][CH3:14].[C:15]12([C:25](O)=[O:26])[CH2:24][CH:19]3[CH2:20][CH:21]([CH2:23][CH:17]([CH2:18]3)[CH2:16]1)[CH2:22]2. (5) Given the product [CH2:1]([N:8]1[CH2:12][C:11](=[O:13])[NH:10][C:9]1=[O:14])[C:2]1[CH:3]=[CH:4][CH:5]=[CH:6][CH:7]=1.[CH2:2]([C:1]([NH2:8])=[O:17])[CH2:3][CH2:4][CH2:5][CH2:6][CH3:7], predict the reactants needed to synthesize it. The reactants are: [CH2:1]([N:8]1[CH2:12][C:11](=[O:13])[NH:10][C:9]1=[O:14])[C:2]1[CH:7]=[CH:6][CH:5]=[CH:4][CH:3]=1.N(CCCCCC)=C=[O:17].N1C=CC=CC=1. (6) Given the product [Cl:1][C:2]1[CH:25]=[CH:24][CH:23]=[C:22]([Cl:26])[C:3]=1[CH2:4][CH:5]1[CH2:9][CH2:8][N:7]([CH:10]2[CH2:15][CH2:14][NH:13][CH2:12][CH2:11]2)[C:6]1=[O:21], predict the reactants needed to synthesize it. The reactants are: [Cl:1][C:2]1[CH:25]=[CH:24][CH:23]=[C:22]([Cl:26])[C:3]=1[CH2:4][CH:5]1[CH2:9][CH2:8][N:7]([CH:10]2[CH2:15][CH2:14][N:13](C(OCC)=O)[CH2:12][CH2:11]2)[C:6]1=[O:21].C[Si](I)(C)C.S([O-])([O-])(=O)=S.[Na+].[Na+].[OH-].[Na+].